This data is from Full USPTO retrosynthesis dataset with 1.9M reactions from patents (1976-2016). The task is: Predict the reactants needed to synthesize the given product. Given the product [C:46]([C@@H:45]([O:51][CH2:52][CH3:53])[CH2:44][C:41]1[CH:40]=[CH:39][C:38]([O:37][CH2:36]/[CH:35]=[C:34](\[CH3:54])/[C:33]#[C:32][C:25]2[CH:24]=[C:23]3[C:28]([C:29]4[CH:30]=[CH:31][C:19]([C:18]#[C:17]/[C:16](/[CH3:56])=[CH:15]/[CH2:14][O:13][C:10]5[CH:9]=[CH:8][C:7]([CH2:6][C@H:5]([O:57][CH2:58][CH3:59])[C:4]([OH:60])=[O:3])=[CH:12][CH:11]=5)=[CH:20][C:21]=4[C:22]3=[O:55])=[CH:27][CH:26]=2)=[CH:43][CH:42]=1)([OH:48])=[O:47], predict the reactants needed to synthesize it. The reactants are: C([O:3][C:4](=[O:60])[C@@H:5]([O:57][CH2:58][CH3:59])[CH2:6][C:7]1[CH:12]=[CH:11][C:10]([O:13][CH2:14]/[CH:15]=[C:16](\[CH3:56])/[C:17]#[C:18][C:19]2[CH:31]=[CH:30][C:29]3[C:28]4[C:23](=[CH:24][C:25]([C:32]#[C:33]/[C:34](/[CH3:54])=[CH:35]/[CH2:36][O:37][C:38]5[CH:43]=[CH:42][C:41]([CH2:44][C@H:45]([O:51][CH2:52][CH3:53])[C:46]([O:48]CC)=[O:47])=[CH:40][CH:39]=5)=[CH:26][CH:27]=4)[C:22](=[O:55])[C:21]=3[CH:20]=2)=[CH:9][CH:8]=1)C.[OH-].[Na+].